This data is from NCI-60 drug combinations with 297,098 pairs across 59 cell lines. The task is: Regression. Given two drug SMILES strings and cell line genomic features, predict the synergy score measuring deviation from expected non-interaction effect. (1) Drug 1: CC1=C(C=C(C=C1)NC2=NC=CC(=N2)N(C)C3=CC4=NN(C(=C4C=C3)C)C)S(=O)(=O)N.Cl. Drug 2: C1CC(=O)NC(=O)C1N2CC3=C(C2=O)C=CC=C3N. Cell line: IGROV1. Synergy scores: CSS=-4.04, Synergy_ZIP=-3.06, Synergy_Bliss=-11.3, Synergy_Loewe=-11.1, Synergy_HSA=-10.8. (2) Drug 1: CCCS(=O)(=O)NC1=C(C(=C(C=C1)F)C(=O)C2=CNC3=C2C=C(C=N3)C4=CC=C(C=C4)Cl)F. Drug 2: C(CC(=O)O)C(=O)CN.Cl. Cell line: SK-MEL-28. Synergy scores: CSS=27.5, Synergy_ZIP=-7.94, Synergy_Bliss=-9.30, Synergy_Loewe=-37.0, Synergy_HSA=-7.08. (3) Drug 1: CN(CC1=CN=C2C(=N1)C(=NC(=N2)N)N)C3=CC=C(C=C3)C(=O)NC(CCC(=O)O)C(=O)O. Drug 2: CC1=C(C(CCC1)(C)C)C=CC(=CC=CC(=CC(=O)O)C)C. Cell line: UACC-257. Synergy scores: CSS=16.7, Synergy_ZIP=-2.10, Synergy_Bliss=-2.18, Synergy_Loewe=-23.9, Synergy_HSA=-1.90. (4) Drug 1: C1CCC(C1)C(CC#N)N2C=C(C=N2)C3=C4C=CNC4=NC=N3. Synergy scores: CSS=4.35, Synergy_ZIP=0.170, Synergy_Bliss=3.11, Synergy_Loewe=-0.983, Synergy_HSA=1.13. Cell line: MOLT-4. Drug 2: COC1=C2C(=CC3=C1OC=C3)C=CC(=O)O2. (5) Synergy scores: CSS=3.71, Synergy_ZIP=-5.06, Synergy_Bliss=3.23, Synergy_Loewe=-24.6, Synergy_HSA=-0.779. Drug 1: CC1CCC2CC(C(=CC=CC=CC(CC(C(=O)C(C(C(=CC(C(=O)CC(OC(=O)C3CCCCN3C(=O)C(=O)C1(O2)O)C(C)CC4CCC(C(C4)OC)O)C)C)O)OC)C)C)C)OC. Drug 2: C1CNP(=O)(OC1)N(CCCl)CCCl. Cell line: ACHN. (6) Drug 1: CC1=C(C=C(C=C1)C(=O)NC2=CC(=CC(=C2)C(F)(F)F)N3C=C(N=C3)C)NC4=NC=CC(=N4)C5=CN=CC=C5. Drug 2: C1CN(CCN1C(=O)CCBr)C(=O)CCBr. Cell line: SR. Synergy scores: CSS=58.7, Synergy_ZIP=1.90, Synergy_Bliss=2.06, Synergy_Loewe=-0.312, Synergy_HSA=2.84. (7) Drug 1: C1CCC(CC1)NC(=O)N(CCCl)N=O. Drug 2: CC1CCCC2(C(O2)CC(NC(=O)CC(C(C(=O)C(C1O)C)(C)C)O)C(=CC3=CSC(=N3)C)C)C. Cell line: MDA-MB-231. Synergy scores: CSS=10.2, Synergy_ZIP=-7.34, Synergy_Bliss=-4.04, Synergy_Loewe=-4.77, Synergy_HSA=-3.82.